Dataset: Full USPTO retrosynthesis dataset with 1.9M reactions from patents (1976-2016). Task: Predict the reactants needed to synthesize the given product. (1) Given the product [Br:1][C:2]1[CH:3]=[CH:4][C:5]2[NH:13][CH2:12][CH2:11][CH2:10][CH2:9][C:8]([C:23]([O:25][CH3:26])=[O:24])=[CH:7][C:6]=2[CH:27]=1, predict the reactants needed to synthesize it. The reactants are: [Br:1][C:2]1[CH:3]=[CH:4][C:5]2[N:13](CC3C=CC(OC)=CC=3)[CH2:12][CH2:11][CH2:10][CH2:9][C:8]([C:23]([O:25][CH3:26])=[O:24])=[CH:7][C:6]=2[CH:27]=1.FC(F)(F)C(O)=O. (2) Given the product [CH2:13]([O:15][C:16](=[O:36])[CH:17]=[C:18]([C:2]1[C:10]([O:11][CH3:12])=[C:9]2[C:5]([CH:6]=[CH:7][NH:8]2)=[CH:4][CH:3]=1)[C:19]1[CH:24]=[CH:23][CH:22]=[CH:21][CH:20]=1)[CH3:14], predict the reactants needed to synthesize it. The reactants are: Br[C:2]1[C:10]([O:11][CH3:12])=[C:9]2[C:5]([CH:6]=[CH:7][NH:8]2)=[CH:4][CH:3]=1.[CH2:13]([O:15][C:16](=[O:36])[CH:17]=[C:18](C1C(OC)=CC=C2C=1C=CN2)[C:19]1[CH:24]=[CH:23][CH:22]=[CH:21][CH:20]=1)[CH3:14]. (3) Given the product [Cl:1][C:2]1[CH:3]=[CH:4][C:5]([C:8]2[CH:12]=[C:11]([C:14]([F:16])([F:15])[F:17])[O:10][N:9]=2)=[CH:6][CH:7]=1, predict the reactants needed to synthesize it. The reactants are: [Cl:1][C:2]1[CH:7]=[CH:6][C:5]([C:8]2[CH2:12][C:11]([C:14]([F:17])([F:16])[F:15])(O)[O:10][N:9]=2)=[CH:4][CH:3]=1.C1(C2CC(O)(C(F)(F)F)ON=2)C=CC=CC=1. (4) Given the product [Br:17][C:18]1[CH:19]=[C:20]([CH:25]=[CH:26][C:27]=1[CH2:28][NH:1][CH2:2][C@@H:3]([OH:4])[C:5]1[CH:10]=[CH:9][CH:8]=[CH:7][CH:6]=1)[C:21]([O:23][CH3:24])=[O:22], predict the reactants needed to synthesize it. The reactants are: [NH2:1][CH2:2][C@H:3]([C:5]1[CH:10]=[CH:9][CH:8]=[CH:7][CH:6]=1)[OH:4].C([O-])([O-])=O.[K+].[K+].[Br:17][C:18]1[CH:19]=[C:20]([CH:25]=[CH:26][C:27]=1[CH2:28]Br)[C:21]([O:23][CH3:24])=[O:22]. (5) Given the product [CH3:2][C:3]1([CH3:27])[CH2:12][CH2:11][C:10]([CH3:13])([CH3:14])[C:9]2[CH:8]=[C:7]([C:15]3[N:16]=[C:17]([N:20]4[CH2:25][CH2:24][CH:23]([NH:26][CH2:29][CH2:30][CH2:31][CH2:32][CH2:33][CH2:34][OH:35])[CH2:22][CH2:21]4)[S:18][CH:19]=3)[CH:6]=[CH:5][C:4]1=2, predict the reactants needed to synthesize it. The reactants are: Cl.[CH3:2][C:3]1([CH3:27])[CH2:12][CH2:11][C:10]([CH3:14])([CH3:13])[C:9]2[CH:8]=[C:7]([C:15]3[N:16]=[C:17]([N:20]4[CH2:25][CH2:24][CH:23]([NH2:26])[CH2:22][CH2:21]4)[S:18][CH:19]=3)[CH:6]=[CH:5][C:4]1=2.Br[CH2:29][CH2:30][CH2:31][CH2:32][CH2:33][CH2:34][O:35][Si](C(C)(C)C)(C)C.C1COCC1.C[N+](C)(C)C.[F-]. (6) Given the product [F:41][C:36]1[CH:37]=[C:38]([F:40])[CH:39]=[C:34]([F:33])[C:35]=1[NH:42][C:43](=[O:71])[NH:44][C:45]1[CH:50]=[CH:49][C:48]([C:51]2[S:55][C:54]([CH:56]3[CH2:61][CH2:60][N:59]([CH:62]([CH3:70])[C:63]([OH:65])=[O:64])[CH2:58][CH2:57]3)=[N:53][CH:52]=2)=[CH:47][CH:46]=1, predict the reactants needed to synthesize it. The reactants are: FC1C=CC=CC=1NC(=O)NC1C=CC(C2SC(C3CCC(CC(O)=O)CC3)=NC=2)=CC=1.[F:33][C:34]1[CH:39]=[C:38]([F:40])[CH:37]=[C:36]([F:41])[C:35]=1[NH:42][C:43](=[O:71])[NH:44][C:45]1[CH:50]=[CH:49][C:48]([C:51]2[S:55][C:54]([CH:56]3[CH2:61][CH2:60][N:59]([CH:62]([CH3:70])[C:63]([O:65]C(C)(C)C)=[O:64])[CH2:58][CH2:57]3)=[N:53][CH:52]=2)=[CH:47][CH:46]=1.FC(F)(F)C(O)=O. (7) Given the product [ClH:20].[CH3:1][CH:2]1[CH2:7][CH2:6][N:5]([CH:8]([C:14]2[CH:15]=[CH:16][CH:17]=[CH:18][CH:19]=2)[C:9]([OH:11])=[O:10])[CH2:4][CH2:3]1, predict the reactants needed to synthesize it. The reactants are: [CH3:1][CH:2]1[CH2:7][CH2:6][N:5]([CH:8]([C:14]2[CH:19]=[CH:18][CH:17]=[CH:16][CH:15]=2)[C:9]([O:11]CC)=[O:10])[CH2:4][CH2:3]1.[ClH:20]. (8) Given the product [CH2:1]([O:8][C:9]([N:11]1[CH2:12][CH2:13][CH:14]([C:17]([C:18]([OH:20])=[O:19])=[CH2:21])[CH2:15][CH2:16]1)=[O:10])[C:2]1[CH:3]=[CH:4][CH:5]=[CH:6][CH:7]=1, predict the reactants needed to synthesize it. The reactants are: [CH2:1]([O:8][C:9]([N:11]1[CH2:16][CH2:15][CH:14]([CH:17]([C:21](O)=O)[C:18]([OH:20])=[O:19])[CH2:13][CH2:12]1)=[O:10])[C:2]1[CH:7]=[CH:6][CH:5]=[CH:4][CH:3]=1.N1CCOCC1.C(O)(=O)C.C=O. (9) Given the product [CH2:17]([O:15][C:14](=[O:16])[CH2:13][N:8]1[C:9]2[C:5](=[C:4]([N+:1]([O-:3])=[O:2])[CH:12]=[CH:11][CH:10]=2)[CH:6]=[CH:7]1)[CH3:18], predict the reactants needed to synthesize it. The reactants are: [N+:1]([C:4]1[CH:12]=[CH:11][CH:10]=[C:9]2[C:5]=1[CH:6]=[CH:7][N:8]2[CH2:13][C:14]([OH:16])=[O:15])([O-:3])=[O:2].[CH2:17](OC(=O)C(CO)(C1C=CC=CC=1)C(OCC)=O)[CH3:18].